Predict the reactants needed to synthesize the given product. From a dataset of Full USPTO retrosynthesis dataset with 1.9M reactions from patents (1976-2016). (1) The reactants are: [CH2:1]([O:8][C:9]1[CH:13]=[CH:12][S:11][C:10]=1[CH2:14]O)[C:2]1[CH:7]=[CH:6][CH:5]=[CH:4][CH:3]=1.[C:16]1(=[O:26])[NH:20][C:19](=[O:21])[C:18]2=[CH:22][CH:23]=[CH:24][CH:25]=[C:17]12.C1(P(C2C=CC=CC=2)C2C=CC=CC=2)C=CC=CC=1.N(C(OC(C)C)=O)=NC(OC(C)C)=O. Given the product [CH2:1]([O:8][C:9]1[CH:13]=[CH:12][S:11][C:10]=1[CH2:14][N:20]1[C:16](=[O:26])[C:17]2[C:18](=[CH:22][CH:23]=[CH:24][CH:25]=2)[C:19]1=[O:21])[C:2]1[CH:3]=[CH:4][CH:5]=[CH:6][CH:7]=1, predict the reactants needed to synthesize it. (2) Given the product [F:3][C:4]([F:9])([F:8])[CH2:5][CH2:6][O:7][C:11]1[S:12][CH:13]=[CH:14][CH:15]=1, predict the reactants needed to synthesize it. The reactants are: [H-].[Na+].[F:3][C:4]([F:9])([F:8])[CH2:5][CH2:6][OH:7].I[C:11]1[S:12][CH:13]=[CH:14][CH:15]=1. (3) Given the product [Cl:3][C:4]1[CH:5]=[CH:6][C:7]([C:10]2[CH:15]=[CH:14][C:13]([CH:16]([OH:22])[CH2:17][CH2:18][C:19]([OH:21])=[O:20])=[CH:12][CH:11]=2)=[CH:8][CH:9]=1, predict the reactants needed to synthesize it. The reactants are: [BH4-].[Na+].[Cl:3][C:4]1[CH:9]=[CH:8][C:7]([C:10]2[CH:15]=[CH:14][C:13]([C:16](=[O:22])[CH2:17][CH2:18][C:19]([OH:21])=[O:20])=[CH:12][CH:11]=2)=[CH:6][CH:5]=1.